The task is: Predict which catalyst facilitates the given reaction.. This data is from Catalyst prediction with 721,799 reactions and 888 catalyst types from USPTO. Reactant: [NH2:1][C:2]([NH2:4])=[NH:3].Cl.NCCC[NH:10][C:11](=[O:15])[C:12]([CH3:14])=[CH2:13].[OH-].[Na+].C(N([CH2:23][CH3:24])CC)C.[C:25](#N)C. Product: [NH:3]([CH2:25][CH2:23][CH2:24][CH:13]=[C:12]([CH3:14])[C:11]([NH2:10])=[O:15])[C:2]([NH2:4])=[NH:1]. The catalyst class is: 6.